From a dataset of NCI-60 drug combinations with 297,098 pairs across 59 cell lines. Regression. Given two drug SMILES strings and cell line genomic features, predict the synergy score measuring deviation from expected non-interaction effect. (1) Drug 1: CS(=O)(=O)C1=CC(=C(C=C1)C(=O)NC2=CC(=C(C=C2)Cl)C3=CC=CC=N3)Cl. Drug 2: CN(CCCl)CCCl.Cl. Cell line: A498. Synergy scores: CSS=5.98, Synergy_ZIP=-4.30, Synergy_Bliss=-2.13, Synergy_Loewe=-6.46, Synergy_HSA=-4.33. (2) Drug 2: CCC1(C2=C(COC1=O)C(=O)N3CC4=CC5=C(C=CC(=C5CN(C)C)O)N=C4C3=C2)O.Cl. Cell line: SN12C. Drug 1: C1=CC=C(C=C1)NC(=O)CCCCCCC(=O)NO. Synergy scores: CSS=15.4, Synergy_ZIP=3.11, Synergy_Bliss=5.11, Synergy_Loewe=-32.4, Synergy_HSA=2.65. (3) Drug 1: CCCS(=O)(=O)NC1=C(C(=C(C=C1)F)C(=O)C2=CNC3=C2C=C(C=N3)C4=CC=C(C=C4)Cl)F. Drug 2: CC1=C(C(=CC=C1)Cl)NC(=O)C2=CN=C(S2)NC3=CC(=NC(=N3)C)N4CCN(CC4)CCO. Cell line: CCRF-CEM. Synergy scores: CSS=-0.821, Synergy_ZIP=0.915, Synergy_Bliss=2.30, Synergy_Loewe=-1.55, Synergy_HSA=-0.714. (4) Drug 1: CS(=O)(=O)C1=CC(=C(C=C1)C(=O)NC2=CC(=C(C=C2)Cl)C3=CC=CC=N3)Cl. Drug 2: CS(=O)(=O)OCCCCOS(=O)(=O)C. Cell line: A549. Synergy scores: CSS=21.0, Synergy_ZIP=-6.49, Synergy_Bliss=-5.87, Synergy_Loewe=-6.73, Synergy_HSA=-6.63.